This data is from Forward reaction prediction with 1.9M reactions from USPTO patents (1976-2016). The task is: Predict the product of the given reaction. (1) Given the reactants [CH:1]1([C:4]2[C:13]([C:14]3[NH:23][C:17]4[CH2:18][N:19]([CH3:22])[CH2:20][CH2:21][C:16]=4[N:15]=3)=[CH:12][C:7]([C:8]([O:10][CH3:11])=[O:9])=[C:6]([CH3:24])[CH:5]=2)[CH2:3][CH2:2]1.[CH:25]1(C2C(C=O)=CC(C(OC)=O)=C(C)C=2)CCC1.C1(C2C(C=O)=CC(C(OC)=O)=C(C)C=2)CC1, predict the reaction product. The product is: [CH:1]1([C:4]2[C:13]([C:14]3[NH:23][C:17]4[CH2:18][N:19]([CH3:22])[CH2:20][CH2:21][C:16]=4[N:15]=3)=[CH:12][C:7]([C:8]([O:10][CH3:11])=[O:9])=[C:6]([CH3:24])[CH:5]=2)[CH2:3][CH2:25][CH2:2]1. (2) The product is: [CH:1]1([C:4]2[N:9]3[N:10]=[CH:11][C:12]([C:13]#[C:14][C:26]4[CH:27]=[C:28]([S:32]([NH2:35])(=[O:34])=[O:33])[CH:29]=[CH:30][CH:31]=4)=[C:8]3[N:7]=[C:6]([C:15]3[CH:16]=[CH:17][C:18]([C:21]([F:22])([F:23])[F:24])=[CH:19][CH:20]=3)[CH:5]=2)[CH2:3][CH2:2]1. Given the reactants [CH:1]1([C:4]2[N:9]3[N:10]=[CH:11][C:12]([C:13]#[CH:14])=[C:8]3[N:7]=[C:6]([C:15]3[CH:20]=[CH:19][C:18]([C:21]([F:24])([F:23])[F:22])=[CH:17][CH:16]=3)[CH:5]=2)[CH2:3][CH2:2]1.Br[C:26]1[CH:27]=[C:28]([S:32]([NH2:35])(=[O:34])=[O:33])[CH:29]=[CH:30][CH:31]=1, predict the reaction product. (3) The product is: [NH2:25][C:8]1[N:7]=[C:6]([O:5][CH2:1][CH2:2][CH2:3][CH3:4])[N:14]=[C:13]2[C:9]=1[NH:10][C:11](=[O:23])[N:12]2[CH2:15][CH2:16][CH:17]1[CH2:22][CH2:21][CH2:20][N:19]([CH2:27][CH3:28])[CH2:18]1. Given the reactants [CH2:1]([O:5][C:6]1[N:14]=[C:13]2[C:9]([N:10]=[C:11]([O:23]C)[N:12]2[CH2:15][CH2:16][CH:17]2[CH2:22][CH2:21][CH2:20][NH:19][CH2:18]2)=[C:8]([NH2:25])[N:7]=1)[CH2:2][CH2:3][CH3:4].I[CH2:27][CH3:28], predict the reaction product. (4) The product is: [CH3:18][O:17][C@@H:5]([CH2:6][C:7]1[CH:8]=[CH:9][C:10]([C:13]#[C:14][CH2:15][O:33][C:31]2[CH:32]=[CH:27][C:28]([C:34](=[O:35])[CH2:36][C:7]3[CH:12]=[CH:11][CH:10]=[CH:9][CH:8]=3)=[CH:29][CH:30]=2)=[CH:11][CH:12]=1)[C:4]([OH:3])=[O:19]. Given the reactants C([O:3][C:4](=[O:19])[C@@H:5]([O:17][CH3:18])[CH2:6][C:7]1[CH:12]=[CH:11][C:10]([C:13]#[C:14][CH2:15]Cl)=[CH:9][CH:8]=1)C.C([C:27]1[CH:32]=[C:31]([OH:33])[CH:30]=[CH:29][C:28]=1[C:34]([C:36]1C=CC(O)=CC=1CC1C=CC=CC=1)=[O:35])C1C=CC=CC=1, predict the reaction product. (5) Given the reactants [CH3:1][C:2]([O:5][C:6]([N:8]1[CH2:13][CH2:12][CH2:11][CH2:10][C@H:9]1[C:14]([OH:16])=O)=[O:7])([CH3:4])[CH3:3].CN(C(ON1N=NC2C=CC=NC1=2)=[N+](C)C)C.F[P-](F)(F)(F)(F)F.CCN(C(C)C)C(C)C.FC(F)(F)C(O)=O.[NH2:57][C@@H:58]([CH2:65][CH3:66])/[CH:59]=[CH:60]/[C:61]([O:63][CH3:64])=[O:62], predict the reaction product. The product is: [CH2:65]([C@H:58]([NH:57][C:14]([C@@H:9]1[CH2:10][CH2:11][CH2:12][CH2:13][N:8]1[C:6]([O:5][C:2]([CH3:1])([CH3:3])[CH3:4])=[O:7])=[O:16])/[CH:59]=[CH:60]/[C:61]([O:63][CH3:64])=[O:62])[CH3:66]. (6) Given the reactants [CH2:1]([NH:4][C:5]1[CH:10]=[CH:9][C:8]([Cl:11])=[CH:7][C:6]=1[C:12]([C:14]1[CH:19]=[CH:18][CH:17]=[CH:16][C:15]=1[O:20][CH3:21])=[O:13])[CH:2]=[CH2:3].C(=O)(O)[O-].[Na+].Cl[C:28](=[O:36])/[CH:29]=[CH:30]/[C:31]([O:33][CH2:34][CH3:35])=[O:32], predict the reaction product. The product is: [CH2:1]([N:4]([C:5]1[CH:10]=[CH:9][C:8]([Cl:11])=[CH:7][C:6]=1[C:12](=[O:13])[C:14]1[CH:19]=[CH:18][CH:17]=[CH:16][C:15]=1[O:20][CH3:21])[C:28](=[O:36])/[CH:29]=[CH:30]/[C:31]([O:33][CH2:34][CH3:35])=[O:32])[CH:2]=[CH2:3]. (7) Given the reactants [ClH:1].[N:2]1([CH:6]2[CH2:9][N:8](C(C3C=CC=CC=3)C3C=CC=CC=3)[CH2:7]2)[CH2:5][CH2:4][CH2:3]1, predict the reaction product. The product is: [ClH:1].[ClH:1].[N:2]1([CH:6]2[CH2:9][NH:8][CH2:7]2)[CH2:5][CH2:4][CH2:3]1. (8) Given the reactants [F:1][C:2]1[CH:7]=[CH:6][C:5]([S:8]([N:11]2[C:20]3[C:15](=[CH:16][C:17]([C:21]([OH:30])([C:26]([F:29])([F:28])[F:27])[C:22]([F:25])([F:24])[F:23])=[CH:18][CH:19]=3)[CH2:14][CH2:13][C@H:12]2[CH2:31][C:32](O)=[O:33])(=[O:10])=[O:9])=[CH:4][CH:3]=1.[NH:35]([C:37]([S:39][CH3:40])=[S:38])[NH2:36], predict the reaction product. The product is: [F:1][C:2]1[CH:7]=[CH:6][C:5]([S:8]([N:11]2[C:20]3[C:15](=[CH:16][C:17]([C:21]([OH:30])([C:26]([F:29])([F:28])[F:27])[C:22]([F:23])([F:24])[F:25])=[CH:18][CH:19]=3)[CH2:14][CH2:13][C@H:12]2[CH2:31][C:32]([NH:36][NH:35][C:37]([S:39][CH3:40])=[S:38])=[O:33])(=[O:10])=[O:9])=[CH:4][CH:3]=1. (9) Given the reactants [C:1]1([S:7]([NH2:10])(=[O:9])=[O:8])[CH:6]=[CH:5][CH:4]=[CH:3][CH:2]=1.[NH2:11][CH2:12][CH2:13][CH2:14][C:15]([NH2:26])([C:19]([O:21]C(C)(C)C)=[O:20])C(O)=O.C1C=CC(O[C:34](OC2C=CC=CC=2)=[N:35][C:36]#[N:37])=CC=1.[NH3:45], predict the reaction product. The product is: [C:1]1([S:7]([NH2:10])(=[O:9])=[O:8])[CH:6]=[CH:5][CH:4]=[CH:3][CH:2]=1.[C:34]([N:35]=[C:36]([NH2:37])[NH:11][CH2:12][CH2:13][CH2:14][CH:15]([NH2:26])[C:19]([OH:21])=[O:20])#[N:45]. (10) Given the reactants [C:1]1([C:7]2[CH:12]=[C:11]([C:13]3[CH:18]=[CH:17][CH:16]=[CH:15][CH:14]=3)[N:10]=[C:9]([N:19]3[C:38]4[C:26](=[CH:27][C:28]5[C:29]([CH3:46])([CH3:45])[C:30]6[CH:31]=[C:32]([C:39]7[CH:44]=[CH:43][CH:42]=[CH:41][CH:40]=7)[CH:33]=[CH:34][C:35]=6[C:36]=5[CH:37]=4)[C:25]4[C:20]3=[CH:21][CH:22]=[CH:23][CH:24]=4)[N:8]=2)[CH:6]=[CH:5][CH:4]=[CH:3][CH:2]=1.C1C(=O)N([Br:54])C(=O)C1.O, predict the reaction product. The product is: [Br:54][C:23]1[CH:24]=[C:25]2[C:20]([N:19]([C:9]3[N:8]=[C:7]([C:1]4[CH:2]=[CH:3][CH:4]=[CH:5][CH:6]=4)[CH:12]=[C:11]([C:13]4[CH:18]=[CH:17][CH:16]=[CH:15][CH:14]=4)[N:10]=3)[C:38]3[C:26]2=[CH:27][C:28]2[C:29]([CH3:46])([CH3:45])[C:30]4[CH:31]=[C:32]([C:39]5[CH:44]=[CH:43][CH:42]=[CH:41][CH:40]=5)[CH:33]=[CH:34][C:35]=4[C:36]=2[CH:37]=3)=[CH:21][CH:22]=1.